Dataset: NCI-60 drug combinations with 297,098 pairs across 59 cell lines. Task: Regression. Given two drug SMILES strings and cell line genomic features, predict the synergy score measuring deviation from expected non-interaction effect. (1) Drug 1: CC1=C(C(=CC=C1)Cl)NC(=O)C2=CN=C(S2)NC3=CC(=NC(=N3)C)N4CCN(CC4)CCO. Drug 2: B(C(CC(C)C)NC(=O)C(CC1=CC=CC=C1)NC(=O)C2=NC=CN=C2)(O)O. Cell line: NCI-H460. Synergy scores: CSS=38.4, Synergy_ZIP=-1.33, Synergy_Bliss=-5.07, Synergy_Loewe=-4.90, Synergy_HSA=-4.91. (2) Drug 1: CN1CCC(CC1)COC2=C(C=C3C(=C2)N=CN=C3NC4=C(C=C(C=C4)Br)F)OC. Drug 2: C1=CC(=CC=C1CCC2=CNC3=C2C(=O)NC(=N3)N)C(=O)NC(CCC(=O)O)C(=O)O. Cell line: SNB-75. Synergy scores: CSS=22.4, Synergy_ZIP=-3.48, Synergy_Bliss=-3.37, Synergy_Loewe=-4.05, Synergy_HSA=-0.627. (3) Cell line: SNB-75. Drug 1: CS(=O)(=O)C1=CC(=C(C=C1)C(=O)NC2=CC(=C(C=C2)Cl)C3=CC=CC=N3)Cl. Drug 2: C#CCC(CC1=CN=C2C(=N1)C(=NC(=N2)N)N)C3=CC=C(C=C3)C(=O)NC(CCC(=O)O)C(=O)O. Synergy scores: CSS=-2.99, Synergy_ZIP=0.831, Synergy_Bliss=-0.502, Synergy_Loewe=-4.21, Synergy_HSA=-2.70. (4) Drug 1: C1CC(=O)NC(=O)C1N2CC3=C(C2=O)C=CC=C3N. Drug 2: COC1=C(C=C2C(=C1)N=CN=C2NC3=CC(=C(C=C3)F)Cl)OCCCN4CCOCC4. Cell line: SK-OV-3. Synergy scores: CSS=39.7, Synergy_ZIP=-0.130, Synergy_Bliss=-0.634, Synergy_Loewe=-10.2, Synergy_HSA=1.67. (5) Drug 1: C1=NC2=C(N=C(N=C2N1C3C(C(C(O3)CO)O)F)Cl)N. Drug 2: C1CC(=O)NC(=O)C1N2C(=O)C3=CC=CC=C3C2=O. Cell line: OVCAR-5. Synergy scores: CSS=-0.342, Synergy_ZIP=-0.507, Synergy_Bliss=0.652, Synergy_Loewe=-4.27, Synergy_HSA=-0.411.